From a dataset of Forward reaction prediction with 1.9M reactions from USPTO patents (1976-2016). Predict the product of the given reaction. (1) Given the reactants [NH:1]1[CH2:6][CH2:5][S:4][CH2:3][CH2:2]1.[CH3:7][O:8][C:9]1[CH:10]=[C:11]([CH:14]=[C:15]([O:17][CH3:18])[CH:16]=1)[CH2:12]Cl, predict the reaction product. The product is: [CH3:18][O:17][C:15]1[CH:14]=[C:11]([CH2:12][N:1]2[CH2:6][CH2:5][S:4][CH2:3][CH2:2]2)[CH:10]=[C:9]([O:8][CH3:7])[CH:16]=1. (2) Given the reactants [H-].[Na+].[O:3]1[C:7]2([CH2:12][CH2:11][CH:10]([CH:13]3[NH:17][C:16](=[O:18])[CH2:15][CH2:14]3)[CH2:9][CH2:8]2)[O:6][CH2:5][CH2:4]1.CI.[C:21]([O-])(O)=O.[Na+], predict the reaction product. The product is: [CH3:21][N:17]1[CH:13]([CH:10]2[CH2:9][CH2:8][C:7]3([O:3][CH2:4][CH2:5][O:6]3)[CH2:12][CH2:11]2)[CH2:14][CH2:15][C:16]1=[O:18]. (3) Given the reactants [C:1]([O:5][C:6](=[O:27])[NH:7][C:8]([C:10]1[S:11][C:12]([S:25][CH3:26])=[C:13]([S:15]([C:18]2[CH:23]=[CH:22][CH:21]=[C:20](Br)[CH:19]=2)(=[O:17])=[O:16])[CH:14]=1)=[NH:9])([CH3:4])([CH3:3])[CH3:2].[C:28]([O-:31])([O-])=[O:29].[Na+].[Na+].[C:34]1([CH3:40])[CH:39]=[CH:38][CH:37]=[CH:36][CH:35]=1.[CH3:41]CO, predict the reaction product. The product is: [CH3:41][O:31][C:28]([C:36]1[CH:37]=[CH:38][C:39]([C:20]2[CH:21]=[CH:22][CH:23]=[C:18]([S:15]([C:13]3[CH:14]=[C:10]([C:8]([NH:7][C:6]([O:5][C:1]([CH3:4])([CH3:3])[CH3:2])=[O:27])=[NH:9])[S:11][C:12]=3[S:25][CH3:26])(=[O:17])=[O:16])[CH:19]=2)=[C:34]([CH3:40])[CH:35]=1)=[O:29].